From a dataset of Forward reaction prediction with 1.9M reactions from USPTO patents (1976-2016). Predict the product of the given reaction. (1) Given the reactants C([O:8][C:9]1[CH:51]=[CH:50][C:12]([CH2:13][NH:14][C:15]2([CH2:44][CH2:45][C:46]([CH3:49])([CH3:48])[CH3:47])[C:24]3[C:19](=[CH:20][CH:21]=[CH:22][CH:23]=3)[C:18]([OH:25])=[C:17]([C:26]3[NH:31][C:30]4[CH:32]=[CH:33][C:34]([NH:36][S:37]([CH3:40])(=[O:39])=[O:38])=[CH:35][C:29]=4[S:28](=[O:42])(=[O:41])[N:27]=3)[C:16]2=[O:43])=[CH:11][CH:10]=1)C1C=CC=CC=1, predict the reaction product. The product is: [CH3:47][C:46]([CH3:49])([CH3:48])[CH2:45][CH2:44][C:15]1([NH:14][CH2:13][C:12]2[CH:11]=[CH:10][C:9]([OH:8])=[CH:51][CH:50]=2)[C:24]2[C:19](=[CH:20][CH:21]=[CH:22][CH:23]=2)[C:18]([OH:25])=[C:17]([C:26]2[NH:31][C:30]3[CH:32]=[CH:33][C:34]([NH:36][S:37]([CH3:40])(=[O:39])=[O:38])=[CH:35][C:29]=3[S:28](=[O:42])(=[O:41])[N:27]=2)[C:16]1=[O:43]. (2) The product is: [CH:2]1([NH:11][C:12]([N:14]2[CH2:15][CH2:16][C:17]3([C:27]4[C:22](=[CH:23][CH:24]=[CH:25][CH:26]=4)[CH:21]([C:28]([O:30][CH2:31][CH3:32])=[O:29])[CH2:20]3)[CH2:18][CH2:19]2)=[O:13])[CH2:1][CH2:10][CH2:5][CH2:4][CH2:3]1. Given the reactants [CH:1]12[CH2:10][CH:5]3CC(C[CH:3]([CH2:4]3)[CH:2]1[NH:11][C:12]([N:14]1[CH2:19][CH2:18][C:17]3([C:27]4[C:22](=[CH:23][CH:24]=[CH:25][CH:26]=4)[CH:21]([C:28]([OH:30])=[O:29])[CH2:20]3)[CH2:16][CH2:15]1)=[O:13])C2.[CH2:31](O)[CH3:32], predict the reaction product. (3) Given the reactants [Cl:1][C:2]1[CH:7]=[CH:6][C:5]([N:8]=[C:9]=[O:10])=[CH:4][CH:3]=1.[NH2:11][C:12]1[CH:29]=[CH:28][C:15]([O:16][C:17]2[CH:22]=[CH:21][N:20]=[C:19]([NH:23][CH2:24][CH2:25][CH2:26][OH:27])[N:18]=2)=[CH:14][CH:13]=1, predict the reaction product. The product is: [Cl:1][C:2]1[CH:7]=[CH:6][C:5]([NH:8][C:9]([NH:11][C:12]2[CH:13]=[CH:14][C:15]([O:16][C:17]3[CH:22]=[CH:21][N:20]=[C:19]([NH:23][CH2:24][CH2:25][CH2:26][OH:27])[N:18]=3)=[CH:28][CH:29]=2)=[O:10])=[CH:4][CH:3]=1. (4) Given the reactants Br[C:2]1[CH:7]=[CH:6][CH:5]=[C:4]([Br:8])[CH:3]=1.[Br:9][C:10]1[CH:11]=[C:12]([CH:15]=[CH:16][CH:17]=1)[CH:13]=[O:14], predict the reaction product. The product is: [Br:8][C:4]1[CH:3]=[C:2]([CH:13]([C:12]2[CH:15]=[CH:16][CH:17]=[C:10]([Br:9])[CH:11]=2)[OH:14])[CH:7]=[CH:6][CH:5]=1. (5) Given the reactants [C:1]1([C:7]2[N:8]=[CH:9][C:10]([N:19]([CH2:23][CH2:24][CH2:25][CH2:26][O:27][CH2:28][C:29](O)=[O:30])[CH:20]([CH3:22])[CH3:21])=[N:11][C:12]=2[C:13]2[CH:18]=[CH:17][CH:16]=[CH:15][CH:14]=2)[CH:6]=[CH:5][CH:4]=[CH:3][CH:2]=1.C(N1C=CN=C1)(N1C=CN=C1)=O.[CH3:44][C:45]1[CH:46]=[CH:47][C:48]([S:51]([NH2:54])(=[O:53])=[O:52])=[CH:49][CH:50]=1.CCCCCCC=CCCC, predict the reaction product. The product is: [C:1]1([C:7]2[N:8]=[CH:9][C:10]([N:19]([CH2:23][CH2:24][CH2:25][CH2:26][O:27][CH2:28][C:29]([NH:54][S:51]([C:48]3[CH:49]=[CH:50][C:45]([CH3:44])=[CH:46][CH:47]=3)(=[O:52])=[O:53])=[O:30])[CH:20]([CH3:22])[CH3:21])=[N:11][C:12]=2[C:13]2[CH:18]=[CH:17][CH:16]=[CH:15][CH:14]=2)[CH:6]=[CH:5][CH:4]=[CH:3][CH:2]=1. (6) Given the reactants [NH2:1][C:2]1[CH:10]=[C:9]([O:11][CH3:12])[CH:8]=[CH:7][C:3]=1[C:4]([NH2:6])=[O:5].[OH:13][CH2:14][CH2:15][O:16][C:17]1[C:24]([CH3:25])=[CH:23][C:20]([CH:21]=O)=[CH:19][C:18]=1[CH3:26].OS([O-])=O.[Na+].CC1C=CC(S(O)(=O)=O)=CC=1, predict the reaction product. The product is: [OH:13][CH2:14][CH2:15][O:16][C:17]1[C:24]([CH3:25])=[CH:23][C:20]([C:21]2[NH:6][C:4](=[O:5])[C:3]3[C:2](=[CH:10][C:9]([O:11][CH3:12])=[CH:8][CH:7]=3)[N:1]=2)=[CH:19][C:18]=1[CH3:26].